This data is from Catalyst prediction with 721,799 reactions and 888 catalyst types from USPTO. The task is: Predict which catalyst facilitates the given reaction. (1) Reactant: [CH2:1]([O:3][C:4]([C:6]1[S:10][C:9]2[CH:11]=[C:12]([C:15]([CH2:19][CH3:20])(O)[CH2:16][CH3:17])[CH:13]=[CH:14][C:8]=2[CH:7]=1)=[O:5])[CH3:2].[C:21]1([CH3:28])[C:26]([OH:27])=[CH:25][CH:24]=[CH:23][CH:22]=1.B(F)(F)F.CCOCC. Product: [CH2:1]([O:3][C:4]([C:6]1[S:10][C:9]2[CH:11]=[C:12]([C:15]([CH2:16][CH3:17])([C:23]3[CH:24]=[CH:25][C:26]([OH:27])=[C:21]([CH3:28])[CH:22]=3)[CH2:19][CH3:20])[CH:13]=[CH:14][C:8]=2[CH:7]=1)=[O:5])[CH3:2]. The catalyst class is: 2. (2) Reactant: Cl.[CH2:2]([NH:9][CH2:10][C:11]1[CH:20]=[CH:19][C:14]([C:15]([O:17][CH3:18])=[O:16])=[CH:13][CH:12]=1)[C:3]1[CH:8]=[CH:7][CH:6]=[CH:5][CH:4]=1.C(N(CC)CC)C.[Cl:28][C:29]1[CH:34]=[CH:33][C:32]([S:35](Cl)(=[O:37])=[O:36])=[CH:31][CH:30]=1. Product: [CH3:18][O:17][C:15](=[O:16])[C:14]1[CH:13]=[CH:12][C:11]([CH2:10][N:9]([CH2:2][C:3]2[CH:4]=[CH:5][CH:6]=[CH:7][CH:8]=2)[S:35]([C:32]2[CH:33]=[CH:34][C:29]([Cl:28])=[CH:30][CH:31]=2)(=[O:37])=[O:36])=[CH:20][CH:19]=1. The catalyst class is: 4. (3) Reactant: [Si]([O:8][CH2:9][CH2:10][CH2:11][CH2:12]/[C:13](/[C:24]([O:26][CH3:27])=[O:25])=[C:14](/[C:20]([O:22][CH3:23])=[O:21])\[CH2:15][C:16]([O:18][CH3:19])=[O:17])(C(C)(C)C)(C)C.C([O-])(O)=O.[Na+].C(Cl)Cl. Product: [OH:8][CH2:9][CH2:10][CH2:11][CH2:12]/[C:13](/[C:24]([O:26][CH3:27])=[O:25])=[C:14](/[C:20]([O:22][CH3:23])=[O:21])\[CH2:15][C:16]([O:18][CH3:19])=[O:17]. The catalyst class is: 33.